From a dataset of Forward reaction prediction with 1.9M reactions from USPTO patents (1976-2016). Predict the product of the given reaction. (1) Given the reactants Cl[C:2]1[N:7]=[C:6]([O:8][CH3:9])[N:5]=[C:4]([NH:10][CH2:11][CH2:12][C:13]2[CH:18]=[CH:17][C:16]([Cl:19])=[CH:15][C:14]=2[Cl:20])[CH:3]=1.[C:21]([C:24]1([C:29]2[CH:30]=[C:31](B(O)O)[CH:32]=[CH:33][CH:34]=2)[CH2:28][CH2:27][CH2:26][CH2:25]1)([OH:23])=[O:22].C([O-])([O-])=O.[Cs+].[Cs+].Cl, predict the reaction product. The product is: [Cl:20][C:14]1[CH:15]=[C:16]([Cl:19])[CH:17]=[CH:18][C:13]=1[CH2:12][CH2:11][NH:10][C:4]1[N:5]=[C:6]([O:8][CH3:9])[N:7]=[C:2]([C:31]2[CH:30]=[C:29]([C:24]3([C:21]([OH:23])=[O:22])[CH2:28][CH2:27][CH2:26][CH2:25]3)[CH:34]=[CH:33][CH:32]=2)[CH:3]=1. (2) Given the reactants [Cl:1][C:2]1[CH:7]=[C:6]([Cl:8])[CH:5]=[CH:4][C:3]=1[CH:9]1[CH2:14][CH:13]([C:15](=[O:22])[CH2:16][C:17](OCC)=[O:18])[CH2:12][CH2:11][N:10]1[C:23]([O:25][CH3:26])=[O:24].[OH-].[Na+].[NH2:29]O.Cl, predict the reaction product. The product is: [Cl:1][C:2]1[CH:7]=[C:6]([Cl:8])[CH:5]=[CH:4][C:3]=1[CH:9]1[CH2:14][CH:13]([C:15]2[O:22][NH:29][C:17](=[O:18])[CH:16]=2)[CH2:12][CH2:11][N:10]1[C:23]([O:25][CH3:26])=[O:24]. (3) Given the reactants [C:1]([OH:13])(=[O:12])[CH2:2][C:3]([CH2:8][C:9]([OH:11])=[O:10])([C:5]([OH:7])=[O:6])[OH:4].[C:14]([O:18][CH2:19][C@H:20]([CH3:47])[O:21][C:22]1[CH:23]=[C:24]([CH:33]=[C:34]([O:36][C:37]2[CH:42]=[CH:41][C:40]([S:43]([CH3:46])(=[O:45])=[O:44])=[CH:39][CH:38]=2)[CH:35]=1)[C:25]([O:27][NH2+]C(C)(C)C)=[O:26])([CH3:17])([CH3:16])[CH3:15].CC(OC)(C)C, predict the reaction product. The product is: [C:1]([OH:13])(=[O:12])[CH2:2][C:3]([CH2:8][C:9]([OH:11])=[O:10])([C:5]([OH:7])=[O:6])[OH:4].[C:14]([O:18][CH2:19][C@H:20]([CH3:47])[O:21][C:22]1[CH:23]=[C:24]([CH:33]=[C:34]([O:36][C:37]2[CH:42]=[CH:41][C:40]([S:43]([CH3:46])(=[O:45])=[O:44])=[CH:39][CH:38]=2)[CH:35]=1)[C:25]([OH:27])=[O:26])([CH3:17])([CH3:16])[CH3:15]. (4) Given the reactants Cl[C:2]1[CH:10]=[CH:9][CH:8]=[C:7]2[C:3]=1[C:4]([NH2:11])=[N:5][NH:6]2.[F:12][C:13]1[CH:18]=[CH:17][CH:16]=[CH:15][C:14]=1B(O)O.P([O-])([O-])([O-])=O.[K+].[K+].[K+], predict the reaction product. The product is: [F:12][C:13]1[CH:18]=[CH:17][CH:16]=[CH:15][C:14]=1[C:2]1[CH:10]=[CH:9][CH:8]=[C:7]2[C:3]=1[C:4]([NH2:11])=[N:5][NH:6]2. (5) Given the reactants [F:1][C:2]1[C:11]2[O:10][CH2:9][C:8](=[O:12])[NH:7][C:6]=2[CH:5]=[CH:4][CH:3]=1.[Cl:13][CH2:14][C:15](Cl)=[O:16].[Cl-].[Cl-].[Cl-].[Al+3], predict the reaction product. The product is: [Cl:13][CH2:14][C:15]([C:4]1[CH:3]=[C:2]([F:1])[C:11]2[O:10][CH2:9][C:8](=[O:12])[NH:7][C:6]=2[CH:5]=1)=[O:16].